From a dataset of Forward reaction prediction with 1.9M reactions from USPTO patents (1976-2016). Predict the product of the given reaction. (1) Given the reactants [CH3:1][C:2]([CH3:9])([CH:7]=O)[C:3]([O:5][CH3:6])=[O:4].[C:10]([N:17]1[CH2:22][CH2:21][NH:20][CH2:19][CH2:18]1)([O:12][C:13]([CH3:16])([CH3:15])[CH3:14])=[O:11].[BH-](OC(C)=O)(OC(C)=O)OC(C)=O.[Na+], predict the reaction product. The product is: [CH3:6][O:5][C:3](=[O:4])[C:2]([CH3:1])([CH3:9])[CH2:7][N:20]1[CH2:19][CH2:18][N:17]([C:10]([O:12][C:13]([CH3:16])([CH3:15])[CH3:14])=[O:11])[CH2:22][CH2:21]1. (2) Given the reactants [CH3:1][O:2][C:3]1[C:4]([N:12]2[CH2:16][CH2:15][CH2:14][CH2:13]2)=[N:5][CH:6]=[C:7]([N+:9]([O-])=O)[CH:8]=1, predict the reaction product. The product is: [CH3:1][O:2][C:3]1[CH:8]=[C:7]([NH2:9])[CH:6]=[N:5][C:4]=1[N:12]1[CH2:13][CH2:14][CH2:15][CH2:16]1. (3) Given the reactants [CH3:1][C:2]([C:4]1[CH:9]=[CH:8][C:7]([O:10][CH3:11])=[CH:6][CH:5]=1)=[O:3].[Cl:12][C:13]1[C:17]([Cl:18])=[C:16]([C:19](OC)=[O:20])[S:15][N:14]=1.C[O-].[Na+].Cl, predict the reaction product. The product is: [Cl:12][C:13]1[C:17]([Cl:18])=[C:16]([C:19](=[O:20])[CH2:1][C:2]([C:4]2[CH:9]=[CH:8][C:7]([O:10][CH3:11])=[CH:6][CH:5]=2)=[O:3])[S:15][N:14]=1.